This data is from Forward reaction prediction with 1.9M reactions from USPTO patents (1976-2016). The task is: Predict the product of the given reaction. (1) Given the reactants [CH3:1][O:2][C:3]1[CH:15]=[C:14]([O:16][CH3:17])[CH:13]=[CH:12][C:4]=1[CH2:5][NH:6][C:7]1[S:8][CH:9]=[N:10][N:11]=1.C[Si]([N-][Si](C)(C)C)(C)C.[Li+].O1CCCC1.[Cl:33][C:34]1[C:35]([F:45])=[CH:36][C:37]([F:44])=[C:38]([S:40](Cl)(=[O:42])=[O:41])[CH:39]=1.[Cl-].[NH4+], predict the reaction product. The product is: [Cl:33][C:34]1[C:35]([F:45])=[CH:36][C:37]([F:44])=[C:38]([S:40]([N:6]([CH2:5][C:4]2[CH:12]=[CH:13][C:14]([O:16][CH3:17])=[CH:15][C:3]=2[O:2][CH3:1])[C:7]2[S:8][CH:9]=[N:10][N:11]=2)(=[O:42])=[O:41])[CH:39]=1. (2) Given the reactants C1([C@@H]([N:9]2[CH2:13][CH2:12][C@H:11]([CH2:14][OH:15])[CH2:10]2)C)C=CC=CC=1.[CH3:28][C:27]([O:26][C:24](O[C:24]([O:26][C:27]([CH3:30])([CH3:29])[CH3:28])=[O:25])=[O:25])([CH3:30])[CH3:29], predict the reaction product. The product is: [OH:15][CH2:14][C@H:11]1[CH2:12][CH2:13][N:9]([C:24]([O:26][C:27]([CH3:28])([CH3:29])[CH3:30])=[O:25])[CH2:10]1.